Dataset: Reaction yield outcomes from USPTO patents with 853,638 reactions. Task: Predict the reaction yield, written as a fraction of the theoretical maximum amount of product (1.0 means a 100% yield; for example, 0.34 means a 34% yield). (1) The reactants are [CH3:1][C:2]1[CH:7]=[C:6]([C:8]([CH3:10])=[O:9])[C:5]([OH:11])=[C:4]([N+:12]([O-:14])=[O:13])[CH:3]=1.[CH2:15]([O:22][C:23]1[CH:30]=[C:29]([O:31][CH2:32][C:33]2[CH:38]=[CH:37][CH:36]=[CH:35][CH:34]=2)[CH:28]=[CH:27][C:24]=1[CH:25]=O)[C:16]1[CH:21]=[CH:20][CH:19]=[CH:18][CH:17]=1. No catalyst specified. The product is [CH2:15]([O:22][C:23]1[CH:30]=[C:29]([O:31][CH2:32][C:33]2[CH:38]=[CH:37][CH:36]=[CH:35][CH:34]=2)[CH:28]=[CH:27][C:24]=1/[CH:25]=[CH:10]/[C:8]([C:6]1[CH:7]=[C:2]([CH3:1])[CH:3]=[C:4]([N+:12]([O-:14])=[O:13])[C:5]=1[OH:11])=[O:9])[C:16]1[CH:17]=[CH:18][CH:19]=[CH:20][CH:21]=1. The yield is 0.430. (2) The reactants are [CH2:1]([C@@:4]1([C:24]2[CH:29]=[CH:28][C:27]([F:30])=[CH:26][CH:25]=2)[O:9][C:8](=[O:10])[N:7]([C@H:11]2[CH2:16][CH2:15][CH2:14][N:13]([CH2:17][C:18]3[CH:23]=[CH:22][CH:21]=[CH:20][CH:19]=3)[CH2:12]2)[CH2:6][CH2:5]1)[CH:2]=[CH2:3].B.C1C[O:35]CC1.[OH-].[Na+].OO.Cl. The catalyst is C1COCC1.O. The product is [CH2:17]([N:13]1[CH2:14][CH2:15][CH2:16][C@H:11]([N:7]2[CH2:6][CH2:5][C@@:4]([C:24]3[CH:29]=[CH:28][C:27]([F:30])=[CH:26][CH:25]=3)([CH2:1][CH2:2][CH2:3][OH:35])[O:9][C:8]2=[O:10])[CH2:12]1)[C:18]1[CH:23]=[CH:22][CH:21]=[CH:20][CH:19]=1. The yield is 0.300. (3) The reactants are [Br:1][C:2]1[CH:7]=[CH:6][N:5]=[C:4]([C:8]([NH:10][C:11]2[CH:15]=[C:14]([C:16]([NH:18][NH2:19])=O)[S:13][CH:12]=2)=[O:9])[CH:3]=1.C[N:21]([CH3:25])[C:22](=O)[CH3:23].[CH3:26]N(C)C=O.C1(N)CC1.C(O)(=O)C. The catalyst is C1(C)C=CC=CC=1. The product is [Br:1][C:2]1[CH:7]=[CH:6][N:5]=[C:4]([C:8]([NH:10][C:11]2[CH:15]=[C:14]([C:16]3[N:21]([CH:22]4[CH2:26][CH2:23]4)[CH:25]=[N:19][N:18]=3)[S:13][CH:12]=2)=[O:9])[CH:3]=1. The yield is 0.500. (4) The reactants are [CH3:1][CH:2]([OH:6])[CH:3]([OH:5])[CH3:4].CCN(CC)CC.[CH3:14][S:15](Cl)(=[O:17])=[O:16]. The catalyst is C(Cl)Cl. The product is [CH3:14][S:15]([O:5][CH:3]([CH:2]([O:6][S:15]([CH3:14])(=[O:17])=[O:16])[CH3:1])[CH3:4])(=[O:17])=[O:16]. The yield is 0.980. (5) The reactants are Br[C:2]1[CH:26]=[CH:25][C:5]2[N:6]([C:21]([CH3:24])([CH3:23])[CH3:22])[C:7]([C:9]3[CH:14]=[CH:13][CH:12]=[CH:11][C:10]=3[C:15]3[N:19]=[CH:18][N:17]([CH3:20])[N:16]=3)=[N:8][C:4]=2[CH:3]=1.[NH2:27][C:28]1[N:33]=[CH:32][C:31](B2OC(C)(C)C(C)(C)O2)=[CH:30][N:29]=1.C([O-])([O-])=O.[Na+].[Na+]. The catalyst is CN(C=O)C.CCOC(C)=O.C1C=CC([P]([Pd]([P](C2C=CC=CC=2)(C2C=CC=CC=2)C2C=CC=CC=2)([P](C2C=CC=CC=2)(C2C=CC=CC=2)C2C=CC=CC=2)[P](C2C=CC=CC=2)(C2C=CC=CC=2)C2C=CC=CC=2)(C2C=CC=CC=2)C2C=CC=CC=2)=CC=1. The product is [C:21]([N:6]1[C:5]2[CH:25]=[CH:26][C:2]([C:31]3[CH:30]=[N:29][C:28]([NH2:27])=[N:33][CH:32]=3)=[CH:3][C:4]=2[N:8]=[C:7]1[C:9]1[CH:14]=[CH:13][CH:12]=[CH:11][C:10]=1[C:15]1[N:19]=[CH:18][N:17]([CH3:20])[N:16]=1)([CH3:23])([CH3:22])[CH3:24]. The yield is 0.820. (6) The reactants are C([NH:8][C:9]1[C:30]2[CH2:29][CH2:28][CH2:27][CH2:26][C:25]=2[C:12]2[O:13][CH2:14][CH:15]([C:16]3[CH:21]=[CH:20][C:19]([CH:22]([CH3:24])[CH3:23])=[CH:18][CH:17]=3)[C:11]=2[C:10]=1[CH3:31])C1C=CC=CC=1. The catalyst is CCCCCC.C(OCC)(=O)C. The product is [CH:22]([C:19]1[CH:18]=[CH:17][C:16]([CH:15]2[CH2:14][O:13][C:12]3[C:25]4[CH2:26][CH2:27][CH2:28][CH2:29][C:30]=4[C:9]([NH2:8])=[C:10]([CH3:31])[C:11]2=3)=[CH:21][CH:20]=1)([CH3:24])[CH3:23]. The yield is 0.760.